From a dataset of Catalyst prediction with 721,799 reactions and 888 catalyst types from USPTO. Predict which catalyst facilitates the given reaction. Reactant: [C:1]([C:4]1[CH:5]=[CH:6][C:7]([C:15]2[CH:24]=[CH:23][CH:22]=[C:21]3[C:16]=2[CH2:17][CH2:18][N:19]([C:25]([O:27][C:28]([CH3:31])([CH3:30])[CH3:29])=[O:26])[CH2:20]3)=[C:8]2[C:12]=1[NH:11][C@H:10]([CH3:13])[C@@H:9]2[CH3:14])(=[O:3])[NH2:2].[I:32]N1C(=O)CCC1=O.N1C=CC=CC=1. Product: [C:1]([C:4]1[CH:5]=[C:6]([I:32])[C:7]([C:15]2[CH:24]=[CH:23][CH:22]=[C:21]3[C:16]=2[CH2:17][CH2:18][N:19]([C:25]([O:27][C:28]([CH3:29])([CH3:31])[CH3:30])=[O:26])[CH2:20]3)=[C:8]2[C:12]=1[NH:11][C:10]([CH3:13])=[C:9]2[CH3:14])(=[O:3])[NH2:2]. The catalyst class is: 7.